Dataset: Reaction yield outcomes from USPTO patents with 853,638 reactions. Task: Predict the reaction yield, written as a fraction of the theoretical maximum amount of product (1.0 means a 100% yield; for example, 0.34 means a 34% yield). (1) The reactants are [CH3:1][C:2]1[C:16](=[O:17])[N:15]=[C:14]2[N:4]([C@@H:5]3[O:9][C@H:8]([CH2:10][OH:11])[C@@H:7]([OH:12])[C@@H:6]3[O:13]2)[CH:3]=1.[CH3:18][O:19][CH2:20][CH2:21][O:22]B([O:22][CH2:21][CH2:20][O:19][CH3:18])[O:22][CH2:21][CH2:20][O:19][CH3:18]. The yield is 0.630. The product is [CH3:18][O:19][CH2:20][CH2:21][O:22][C@@H:6]1[C@H:7]([OH:12])[C@@H:8]([CH2:10][OH:11])[O:9][C@H:5]1[N:4]1[CH:3]=[C:2]([CH3:1])[C:16](=[O:17])[NH:15][C:14]1=[O:13]. The catalyst is COCCO. (2) The reactants are [Br:1][C:2]1[CH:3]=[C:4]([CH:7]=[O:8])[NH:5][CH:6]=1.I[CH3:10]. No catalyst specified. The product is [CH3:10][N:5]1[CH:6]=[C:2]([Br:1])[CH:3]=[C:4]1[CH:7]=[O:8]. The yield is 0.500.